Dataset: Reaction yield outcomes from USPTO patents with 853,638 reactions. Task: Predict the reaction yield, written as a fraction of the theoretical maximum amount of product (1.0 means a 100% yield; for example, 0.34 means a 34% yield). (1) The reactants are [Br:1][C:2]1[CH:17]=[CH:16][C:5]([O:6][C:7]2[CH:14]=[CH:13][C:10]([C:11]#[N:12])=[CH:9][C:8]=2[Cl:15])=[CH:4][C:3]=1[CH:18]=[O:19].[BH4-].[Na+]. The catalyst is CO. The product is [Br:1][C:2]1[CH:17]=[CH:16][C:5]([O:6][C:7]2[CH:14]=[CH:13][C:10]([C:11]#[N:12])=[CH:9][C:8]=2[Cl:15])=[CH:4][C:3]=1[CH2:18][OH:19]. The yield is 0.850. (2) The reactants are [CH:1]1([CH2:4][O:5][C:6]2[CH:7]=[C:8]([CH:13]=[C:14]([N+:16]([O-])=O)[CH:15]=2)[C:9]([O:11][CH3:12])=[O:10])[CH2:3][CH2:2]1. The catalyst is CO.[Pd]. The product is [NH2:16][C:14]1[CH:13]=[C:8]([CH:7]=[C:6]([O:5][CH2:4][CH:1]2[CH2:3][CH2:2]2)[CH:15]=1)[C:9]([O:11][CH3:12])=[O:10]. The yield is 0.850. (3) The reactants are [CH3:1][C@@H:2]1[NH:7][CH2:6][CH2:5][N:4]([CH2:8][C:9]2[CH:14]=[CH:13][C:12]([N:15]3[CH2:20][CH2:19][O:18][CH2:17][CH2:16]3)=[CH:11][C:10]=2[O:21][C:22]([F:25])([F:24])[F:23])[CH2:3]1.[C:26](=O)([O:35]N1C(=O)CCC1=O)[O:27][N:28]1[C:32](=[O:33])[CH2:31][CH2:30][C:29]1=[O:34].C(N(CC)CC)C. The catalyst is C(#N)C. The product is [CH3:1][C@H:2]1[CH2:3][N:4]([CH2:8][C:9]2[CH:14]=[CH:13][C:12]([N:15]3[CH2:16][CH2:17][O:18][CH2:19][CH2:20]3)=[CH:11][C:10]=2[O:21][C:22]([F:25])([F:23])[F:24])[CH2:5][CH2:6][N:7]1[C:26]([O:27][N:28]1[C:32](=[O:33])[CH2:31][CH2:30][C:29]1=[O:34])=[O:35]. The yield is 0.460. (4) The reactants are [CH2:1]([O:3][C:4]1[CH:5]=[C:6]([C@H:12]([N:18]2[C:26](=[O:27])[C:25]3[C:20](=[CH:21][CH:22]=[CH:23][C:24]=3[NH:28][C:29]([CH:31]3[CH2:33][CH2:32]3)=[O:30])[CH2:19]2)[CH2:13][C:14](=[O:17])[NH:15][OH:16])[CH:7]=[CH:8][C:9]=1[O:10][CH3:11])[CH3:2].[C:34](OC(=O)C)(=[O:36])[CH3:35].CCOCC.CCCCCC. The catalyst is C(#N)C.C(Cl)Cl. The product is [C:34]([O:16][NH:15][C:14]([CH2:13][C@@H:12]([N:18]1[C:26](=[O:27])[C:25]2[C:20](=[CH:21][CH:22]=[CH:23][C:24]=2[NH:28][C:29]([CH:31]2[CH2:33][CH2:32]2)=[O:30])[CH2:19]1)[C:6]1[CH:7]=[CH:8][C:9]([O:10][CH3:11])=[C:4]([O:3][CH2:1][CH3:2])[CH:5]=1)=[O:17])(=[O:36])[CH3:35]. The yield is 0.630. (5) The reactants are C1(S([N:10]2[C:14]3=[N:15][CH:16]=[C:17]([Cl:19])[CH:18]=[C:13]3[C:12]([CH2:20][C:21]3[CH:22]=[CH:23][C:24]([NH:27][CH2:28][C:29]4[CH:30]=[N:31][CH:32]=[C:33]([F:35])[CH:34]=4)=[N:25][CH:26]=3)=[CH:11]2)(=O)=O)C=CC=CC=1.[F-].C([N+](CCCC)(CCCC)CCCC)CCC.O. The catalyst is O1CCCC1. The product is [Cl:19][C:17]1[CH:18]=[C:13]2[C:12]([CH2:20][C:21]3[CH:22]=[CH:23][C:24]([NH:27][CH2:28][C:29]4[CH:30]=[N:31][CH:32]=[C:33]([F:35])[CH:34]=4)=[N:25][CH:26]=3)=[CH:11][NH:10][C:14]2=[N:15][CH:16]=1. The yield is 0.310. (6) The reactants are [Br:1][C:2]1[CH:7]=[CH:6][C:5]([NH:8][C:9]2[C:10]([C:24]([OH:26])=O)=[CH:11][C:12]3[N:16]([CH2:17][CH2:18][CH2:19][CH:20]=[CH2:21])[CH:15]=[N:14][C:13]=3[C:22]=2[F:23])=[C:4]([CH3:27])[CH:3]=1.CCN(C(C)C)C(C)C.C1CN([P+](ON2N=NC3C=[CH:58][CH:59]=[CH:60][C:55]2=3)(N2CCCC2)N2CCCC2)CC1.F[P-](F)(F)(F)(F)F.Cl.C1([N:74](C)[OH:75])CC1. The catalyst is C1COCC1.C(Cl)Cl.C(OCC)(=O)C. The product is [CH:59]1([CH2:58][O:75][NH:74][C:24]([C:10]2[C:9]([NH:8][C:5]3[CH:6]=[CH:7][C:2]([Br:1])=[CH:3][C:4]=3[CH3:27])=[C:22]([F:23])[C:13]3[N:14]=[CH:15][N:16]([CH2:17][CH2:18][CH2:19][CH:20]=[CH2:21])[C:12]=3[CH:11]=2)=[O:26])[CH2:60][CH2:55]1. The yield is 0.700. (7) The reactants are [OH:1][C@@H:2]([C:23]1[CH:28]=[CH:27][CH:26]=[CH:25][CH:24]=1)[CH2:3][CH2:4][N:5]1[CH2:10][CH2:9][CH:8]([C:11]2[CH:12]=[C:13]([NH:17][C:18](=[O:22])[CH:19]([CH3:21])[CH3:20])[CH:14]=[CH:15][CH:16]=2)[CH2:7][CH2:6]1.[CH3:29][O:30][C:31]1[CH:32]=[C:33](O)[CH:34]=[CH:35][CH:36]=1.C1(P(C2C=CC=CC=2)C2C=CC=CC=2)C=CC=CC=1.N(C(OCC)=O)=NC(OCC)=O.N. The catalyst is C1COCC1.C(Cl)(Cl)Cl. The product is [CH3:29][O:30][C:31]1[CH:36]=[C:35]([CH:34]=[CH:33][CH:32]=1)[O:1][C@H:2]([C:23]1[CH:24]=[CH:25][CH:26]=[CH:27][CH:28]=1)[CH2:3][CH2:4][N:5]1[CH2:10][CH2:9][CH:8]([C:11]2[CH:12]=[C:13]([NH:17][C:18](=[O:22])[CH:19]([CH3:21])[CH3:20])[CH:14]=[CH:15][CH:16]=2)[CH2:7][CH2:6]1. The yield is 0.466.